Dataset: Reaction yield outcomes from USPTO patents with 853,638 reactions. Task: Predict the reaction yield, written as a fraction of the theoretical maximum amount of product (1.0 means a 100% yield; for example, 0.34 means a 34% yield). (1) The reactants are [CH2:1]([O:3][CH:4]([O:15][CH2:16][CH3:17])[C:5]1[O:13][C:12]2[C:11](I)=[CH:10][N:9]=[CH:8][C:7]=2[CH:6]=1)[CH3:2].[CH2:18]([O:25][C:26]1[CH:27]=[C:28](B(O)O)[CH:29]=[CH:30][CH:31]=1)[C:19]1[CH:24]=[CH:23][CH:22]=[CH:21][CH:20]=1.C(=O)([O-])[O-].[Na+].[Na+]. The catalyst is C1(C)C=CC=CC=1.C(O)C.O.C1C=CC([P]([Pd]([P](C2C=CC=CC=2)(C2C=CC=CC=2)C2C=CC=CC=2)([P](C2C=CC=CC=2)(C2C=CC=CC=2)C2C=CC=CC=2)[P](C2C=CC=CC=2)(C2C=CC=CC=2)C2C=CC=CC=2)(C2C=CC=CC=2)C2C=CC=CC=2)=CC=1. The product is [CH2:18]([O:25][C:26]1[CH:31]=[C:30]([C:11]2[C:12]3[O:13][C:5]([CH:4]([O:15][CH2:16][CH3:17])[O:3][CH2:1][CH3:2])=[CH:6][C:7]=3[CH:8]=[N:9][CH:10]=2)[CH:29]=[CH:28][CH:27]=1)[C:19]1[CH:24]=[CH:23][CH:22]=[CH:21][CH:20]=1. The yield is 0.660. (2) The reactants are [CH3:1][C:2]1([CH3:15])[C:11]2[C:6](=[CH:7][CH:8]=[CH:9][CH:10]=2)[CH2:5][N:4]([C:12](=[O:14])[CH3:13])[CH2:3]1.[Cl:16][S:17](O)(=[O:19])=[O:18].O. The catalyst is ClCCl. The product is [C:12]([N:4]1[CH2:3][C:2]([CH3:15])([CH3:1])[C:11]2[C:6](=[CH:7][C:8]([S:17]([Cl:16])(=[O:19])=[O:18])=[CH:9][CH:10]=2)[CH2:5]1)(=[O:14])[CH3:13]. The yield is 0.270. (3) The reactants are [N:1]1([CH2:7][C:8]([O:10]C)=O)[CH2:6][CH2:5][O:4][CH2:3][CH2:2]1.[NH2:12][NH2:13]. The product is [NH2:12][NH:13][C:8](=[O:10])[CH2:7][N:1]1[CH2:6][CH2:5][O:4][CH2:3][CH2:2]1. The yield is 1.00. The catalyst is C(O)C. (4) The reactants are [Br:1][C:2]1[CH:3]=[C:4]2[C:8](=[CH:9][CH:10]=1)[NH:7][N:6]=[CH:5]2.[CH2:11](Br)[CH:12]=[CH2:13].C(=O)([O-])[O-].[K+].[K+]. The catalyst is CN(C=O)C. The product is [CH2:13]([N:7]1[C:8]2[C:4](=[CH:3][C:2]([Br:1])=[CH:10][CH:9]=2)[CH:5]=[N:6]1)[CH:12]=[CH2:11]. The yield is 0.360.